Dataset: Reaction yield outcomes from USPTO patents with 853,638 reactions. Task: Predict the reaction yield, written as a fraction of the theoretical maximum amount of product (1.0 means a 100% yield; for example, 0.34 means a 34% yield). (1) The reactants are [OH:1][C:2]([CH3:40])([CH3:39])[C:3]#[C:4][C:5]1[N:6]=[C:7]([N:10]([C:32]([O:34][C:35]([CH3:38])([CH3:37])[CH3:36])=[O:33])[CH2:11][C@@H:12]([NH:24][C:25](=[O:31])[O:26][C:27]([CH3:30])([CH3:29])[CH3:28])[CH2:13][C:14]2[CH:19]=[CH:18][C:17]([C:20]([F:23])([F:22])[F:21])=[CH:16][CH:15]=2)[S:8][CH:9]=1.C1C(=O)N([Br:48])C(=O)C1. The catalyst is C(Cl)(Cl)(Cl)Cl. The product is [Br:48][C:9]1[S:8][C:7]([N:10]([C:32]([O:34][C:35]([CH3:38])([CH3:37])[CH3:36])=[O:33])[CH2:11][C@@H:12]([NH:24][C:25](=[O:31])[O:26][C:27]([CH3:30])([CH3:28])[CH3:29])[CH2:13][C:14]2[CH:15]=[CH:16][C:17]([C:20]([F:23])([F:21])[F:22])=[CH:18][CH:19]=2)=[N:6][C:5]=1[C:4]#[C:3][C:2]([OH:1])([CH3:40])[CH3:39]. The yield is 0.240. (2) The yield is 0.170. The product is [O:19]=[C:13]([CH2:14][CH2:15][CH2:16][C:17]#[CH:18])[CH2:1][P:2](=[O:7])([O:5][CH3:6])[O:3][CH3:4]. The catalyst is C1COCC1. The reactants are [CH3:1][P:2](=[O:7])([O:5][CH3:6])[O:3][CH3:4].[Li]CCCC.[C:13](OC)(=[O:19])[C:14]#[C:15][CH2:16][CH2:17][CH3:18]. (3) The reactants are [OH:1][C:2]1[C:11]([N+:12]([O-:14])=[O:13])=[C:10]2[C:5]([C:6](=[O:20])[CH:7]=[C:8]([C:15]([O:17][CH2:18][CH3:19])=[O:16])[O:9]2)=[CH:4][CH:3]=1.[C:21]1([CH3:31])[CH:26]=[CH:25][C:24]([S:27](Cl)(=[O:29])=[O:28])=[CH:23][CH:22]=1.C([O-])([O-])=O.[K+].[K+]. The catalyst is C1COCC1. The product is [CH2:18]([O:17][C:15]([C:8]1[O:9][C:10]2[C:5]([C:6](=[O:20])[CH:7]=1)=[CH:4][CH:3]=[C:2]([O:1][S:27]([C:24]1[CH:25]=[CH:26][C:21]([CH3:31])=[CH:22][CH:23]=1)(=[O:29])=[O:28])[C:11]=2[N+:12]([O-:14])=[O:13])=[O:16])[CH3:19]. The yield is 0.940.